From a dataset of Full USPTO retrosynthesis dataset with 1.9M reactions from patents (1976-2016). Predict the reactants needed to synthesize the given product. (1) The reactants are: [O:1]=[C:2]([NH:17][C@@H:18]1[CH2:22][CH2:21][NH:20][CH2:19]1)[CH2:3][NH:4][C:5](=[O:16])[C:6]1[CH:11]=[CH:10][CH:9]=[C:8]([C:12]([F:15])([F:14])[F:13])[CH:7]=1.Br[CH:24]1[CH2:29][CH2:28][O:27][CH:26]([C:30]2[CH:35]=[CH:34][CH:33]=[CH:32][CH:31]=2)[CH2:25]1.C(=O)([O-])[O-].[Cs+].[Cs+].C([O-])(O)=O.[Na+]. Given the product [O:1]=[C:2]([NH:17][C@@H:18]1[CH2:22][CH2:21][N:20]([CH:24]2[CH2:29][CH2:28][O:27][CH:26]([C:30]3[CH:35]=[CH:34][CH:33]=[CH:32][CH:31]=3)[CH2:25]2)[CH2:19]1)[CH2:3][NH:4][C:5](=[O:16])[C:6]1[CH:11]=[CH:10][CH:9]=[C:8]([C:12]([F:14])([F:15])[F:13])[CH:7]=1, predict the reactants needed to synthesize it. (2) Given the product [Cl:1][C:2]1[N:10]=[C:9]2[C:5]([N:6]=[CH:7][N:8]2[CH:11]2[CH2:15][CH2:14][CH2:13][CH2:12]2)=[C:4]([NH:17][C:18]2[CH:23]=[CH:22][CH:21]=[CH:20][CH:19]=2)[N:3]=1, predict the reactants needed to synthesize it. The reactants are: [Cl:1][C:2]1[N:10]=[C:9]2[C:5]([N:6]=[CH:7][N:8]2[CH:11]2[CH2:15][CH2:14][CH2:13][CH2:12]2)=[C:4](Cl)[N:3]=1.[NH2:17][C:18]1[CH:23]=[CH:22][CH:21]=[CH:20][CH:19]=1. (3) Given the product [F:13][C:14]1[CH:22]=[CH:21][C:20]([CH:23]=[O:24])=[CH:19][C:15]=1[C:16]([N:1]1[CH2:5][CH2:4][C@H:3]([NH:6][C:7]2[N:8]=[CH:9][CH:10]=[CH:11][N:12]=2)[CH2:2]1)=[O:17], predict the reactants needed to synthesize it. The reactants are: [NH:1]1[CH2:5][CH2:4][C@H:3]([NH:6][C:7]2[N:12]=[CH:11][CH:10]=[CH:9][N:8]=2)[CH2:2]1.[F:13][C:14]1[CH:22]=[CH:21][C:20]([CH:23]=[O:24])=[CH:19][C:15]=1[C:16](O)=[O:17].F[P-](F)(F)(F)(F)F.N1(OC(N(C)C)=[N+](C)C)C2C=CC=CC=2N=N1.C(N(CC)C(C)C)(C)C. (4) The reactants are: [Br:1][C:2]1[CH:7]=[CH:6][C:5](F)=[C:4]([N+:9]([O-:11])=[O:10])[CH:3]=1.CN(C=O)C.C(=O)([O-])[O-].[K+].[K+].[NH2:23][C@@H:24]([CH3:27])[CH2:25][OH:26]. Given the product [Br:1][C:2]1[CH:7]=[CH:6][C:5]([NH:23][C@@H:24]([CH3:27])[CH2:25][OH:26])=[C:4]([N+:9]([O-:11])=[O:10])[CH:3]=1, predict the reactants needed to synthesize it. (5) Given the product [CH3:1][O:2][C:3](=[O:34])[CH2:4][C@H:5]1[C:9]2[CH:10]=[CH:11][C:12]([O:14][C@H:15]3[C:23]4[C:18](=[C:19]([O:25][C:26]5[CH:31]=[CH:30][C:29]([O:32][CH:38]6[CH2:39][CH2:40][O:35][CH2:36][CH2:37]6)=[CH:28][C:27]=5[F:33])[CH:20]=[CH:21][C:22]=4[F:24])[CH2:17][CH2:16]3)=[CH:13][C:8]=2[O:7][CH2:6]1, predict the reactants needed to synthesize it. The reactants are: [CH3:1][O:2][C:3](=[O:34])[CH2:4][C@H:5]1[C:9]2[CH:10]=[CH:11][C:12]([O:14][C@H:15]3[C:23]4[C:18](=[C:19]([O:25][C:26]5[CH:31]=[CH:30][C:29]([OH:32])=[CH:28][C:27]=5[F:33])[CH:20]=[CH:21][C:22]=4[F:24])[CH2:17][CH2:16]3)=[CH:13][C:8]=2[O:7][CH2:6]1.[O:35]1[CH2:40][CH2:39][CH:38](O)[CH2:37][CH2:36]1. (6) The reactants are: ClC1C=C(C=CC=1)C(OO)=O.[CH2:12]([O:19][C:20]1[CH:21]=[CH:22][C:23]2[C:24]3[N:32]([CH2:33][CH:34]4[CH2:39][CH2:38][O:37][CH2:36][CH2:35]4)[C:31]([CH2:40][Cl:41])=[N:30][C:25]=3[CH:26]=[N:27][C:28]=2[CH:29]=1)[C:13]1[CH:18]=[CH:17][CH:16]=[CH:15][CH:14]=1.[OH-].[NH4+:43].C1(C)C=CC(S(Cl)(=O)=O)=CC=1.C(=O)([O-])[O-].[Na+].[Na+]. Given the product [CH2:12]([O:19][C:20]1[CH:21]=[CH:22][C:23]2[C:24]3[N:32]([CH2:33][CH:34]4[CH2:39][CH2:38][O:37][CH2:36][CH2:35]4)[C:31]([CH2:40][Cl:41])=[N:30][C:25]=3[C:26]([NH2:43])=[N:27][C:28]=2[CH:29]=1)[C:13]1[CH:18]=[CH:17][CH:16]=[CH:15][CH:14]=1, predict the reactants needed to synthesize it. (7) Given the product [CH3:1][O:2][C:3]1[C:12]2[C:7](=[CH:8][CH:9]=[CH:10][CH:11]=2)[C:6]([O:13][CH3:14])=[C:5]([CH3:15])[C:4]=1/[CH:16]=[C:33](\[CH2:32][CH2:21][CH2:20][CH2:29][CH2:28][CH2:27][CH2:26][CH2:25][CH3:24])/[C:34]([O:36][CH2:37][CH3:38])=[O:35], predict the reactants needed to synthesize it. The reactants are: [CH3:1][O:2][C:3]1[C:12]2[C:7](=[CH:8][CH:9]=[CH:10][CH:11]=2)[C:6]([O:13][CH3:14])=[C:5]([CH3:15])[C:4]=1[CH:16]=O.CO[C:20]1[C:29]2[C:24](=[CH:25][CH:26]=[CH:27][CH:28]=2)C(OC)=C[C:21]=1/[CH:32]=[C:33](\C)/[C:34]([O:36][CH2:37][CH3:38])=[O:35]. (8) The reactants are: [CH3:1][C:2]([CH3:7])([CH3:6])[C:3]([NH2:5])=[O:4].C(Cl)(=O)[C:9](Cl)=[O:10].[NH2:14][C:15]1[N:20]=[C:19]([CH3:21])[C:18]([O:22][C:23]2[CH:28]=[CH:27][N:26]=[C:25]([NH:29][C:30]([N:32]3[CH2:36][CH2:35][CH2:34][CH2:33]3)=[O:31])[CH:24]=2)=[CH:17][CH:16]=1.N1C=CC=CC=1. Given the product [CH3:21][C:19]1[C:18]([O:22][C:23]2[CH:28]=[CH:27][N:26]=[C:25]([NH:29][C:30]([N:32]3[CH2:36][CH2:35][CH2:34][CH2:33]3)=[O:31])[CH:24]=2)=[CH:17][CH:16]=[C:15]([NH:14][C:9]([NH:5][C:3](=[O:4])[C:2]([CH3:7])([CH3:6])[CH3:1])=[O:10])[N:20]=1, predict the reactants needed to synthesize it.